Dataset: Drug-target binding data from BindingDB using Ki measurements. Task: Regression. Given a target protein amino acid sequence and a drug SMILES string, predict the binding affinity score between them. We predict pKi (pKi = -log10(Ki in M); higher means stronger inhibition). Dataset: bindingdb_ki. The small molecule is Cc1cn([C@H]2C[C@H](NC(=O)C(=O)O)[C@@H](CO)O2)c(=O)[nH]c1=O. The target protein (P07998) has sequence MALEKSLVRLLLLVLILLVLGWVQPSLGKESRAKKFQRQHMDSDSSPSSSSTYCNQMMRRRNMTQGRCKPVNTFVHEPLVDVQNVCFQEKVTCKNGQGNCYKSNSSMHITDCRLTNGSRYPNCAYRTSPKERHIIVACEGSPYVPVHFDASVEDST. The pKi is 3.9.